Dataset: Reaction yield outcomes from USPTO patents with 853,638 reactions. Task: Predict the reaction yield, written as a fraction of the theoretical maximum amount of product (1.0 means a 100% yield; for example, 0.34 means a 34% yield). (1) The reactants are [C:1]([NH:4][CH2:5][CH2:6][CH:7]1[C:15]2[C:10](=[CH:11][CH:12]=[C:13]([NH:17][C:18](=[O:22])[CH:19]([CH3:21])[CH3:20])[C:14]=2O)[CH2:9][CH2:8]1)(=[O:3])[CH3:2].C1(C)C=CC(S([O-])(=O)=O)=CC=1.[NH+]1C=CC=CC=1. The catalyst is C1(C)C(C)=CC=CC=1. The product is [CH:19]([C:18]1[O:22][C:14]2[C:15]3[CH:7]([CH2:6][CH2:5][NH:4][C:1](=[O:3])[CH3:2])[CH2:8][CH2:9][C:10]=3[CH:11]=[CH:12][C:13]=2[N:17]=1)([CH3:20])[CH3:21]. The yield is 0.570. (2) The reactants are [NH2:1][C:2]1[N:7]=[C:6]([O:8][CH3:9])[NH:5][C:4](=O)[CH:3]=1.C([O-])([O-])=O.[K+].[K+].[Cl-].[C:18]([O:21][CH2:22][CH2:23][CH2:24][CH2:25]Br)(=[O:20])[CH3:19]. The product is [NH2:1][C:2]1[N:7]=[C:6]([O:8][CH3:9])[N:5]=[C:4]([CH2:25][CH2:24][CH2:23][CH2:22][O:21][C:18](=[O:20])[CH3:19])[CH:3]=1. The catalyst is CC(C)=O. The yield is 0.420. (3) The reactants are C1(S([N:10]2[C:14]3=[N:15][CH:16]=[C:17]([O:19][CH3:20])[CH:18]=[C:13]3[CH:12]=[C:11]2[C:21]([C:28]2[CH:33]=[CH:32][C:31]([S:34]([CH3:37])(=[O:36])=[O:35])=[CH:30][CH:29]=2)=[CH:22][CH:23]2[CH2:27][CH2:26][CH2:25][CH2:24]2)(=O)=O)C=CC=CC=1.[F-].C([N+](CCCC)(CCCC)CCCC)CCC. The catalyst is O1CCCC1.C(OCC)(=O)C. The product is [CH:23]1([CH:22]=[C:21]([C:11]2[NH:10][C:14]3=[N:15][CH:16]=[C:17]([O:19][CH3:20])[CH:18]=[C:13]3[CH:12]=2)[C:28]2[CH:33]=[CH:32][C:31]([S:34]([CH3:37])(=[O:36])=[O:35])=[CH:30][CH:29]=2)[CH2:27][CH2:26][CH2:25][CH2:24]1. The yield is 0.985. (4) The reactants are [CH3:1][S:2]([C:5]1[CH:6]=[CH:7][C:8]([C:11]#[N:12])=[N:9][CH:10]=1)(=[O:4])=[O:3].C(O)C.[ClH:16]. The catalyst is [Pd].O. The product is [ClH:16].[CH3:1][S:2]([C:5]1[CH:6]=[CH:7][C:8]([CH2:11][NH2:12])=[N:9][CH:10]=1)(=[O:4])=[O:3]. The yield is 0.820. (5) The reactants are [C:1]([CH:8]([NH2:14])[CH2:9][O:10][CH2:11][CH2:12][OH:13])([O:3][C:4]([CH3:7])([CH3:6])[CH3:5])=[O:2].CC(C)([O-])C.[K+].C(O)(C)(C)C.Br[CH2:27][C:28]([O:30][CH2:31][CH3:32])=[O:29].Cl. The product is [CH2:31]([O:30][C:28](=[O:29])[CH2:27][O:13][CH2:12][CH2:11][O:10][CH2:9][CH:8]([NH2:14])[C:1]([O:3][C:4]([CH3:6])([CH3:7])[CH3:5])=[O:2])[CH3:32]. The catalyst is C1(C)C=CC=CC=1. The yield is 0.630. (6) The reactants are [NH:1]1[C:5]2[CH:6]=[CH:7][C:8]([C:10]([OH:12])=O)=[CH:9][C:4]=2[N:3]=[CH:2]1.[CH3:13][C:14]1[CH:15]=[CH:16][C:17]2[CH2:18][C@H:19]3[C@@H:24]([C:25]=2[CH:26]=1)[CH2:23][CH2:22][CH2:21][NH:20]3. No catalyst specified. The product is [NH:1]1[C:5]2[CH:6]=[CH:7][C:8]([C:10]([N:20]3[CH2:21][CH2:22][CH2:23][C@@H:24]4[C:25]5[CH:26]=[C:14]([CH3:13])[CH:15]=[CH:16][C:17]=5[CH2:18][C@H:19]34)=[O:12])=[CH:9][C:4]=2[N:3]=[CH:2]1. The yield is 0.600.